Dataset: Reaction yield outcomes from USPTO patents with 853,638 reactions. Task: Predict the reaction yield, written as a fraction of the theoretical maximum amount of product (1.0 means a 100% yield; for example, 0.34 means a 34% yield). (1) The reactants are S([O-])([O-])=O.[Na+:5].[Na+].C(=O)([O-])O.[Na+].[CH3:12][C:13]1[N:18]=[CH:17][C:16]([S:19](Cl)(=[O:21])=[O:20])=[CH:15][CH:14]=1. The catalyst is O. The product is [CH3:12][C:13]1[N:18]=[CH:17][C:16]([S:19]([O-:21])=[O:20])=[CH:15][CH:14]=1.[Na+:5]. The yield is 0.750. (2) The reactants are [NH2:1][C:2]1[CH:10]=[CH:9][C:8]([Cl:11])=[CH:7][C:3]=1[C:4]([OH:6])=[O:5].[CH:12](OC)(OC)OC.[N-:19]=[N+:20]=[N-:21].[Na+]. The catalyst is C(O)(=O)C. The product is [Cl:11][C:8]1[CH:9]=[CH:10][C:2]([N:1]2[CH:12]=[N:21][N:20]=[N:19]2)=[C:3]([CH:7]=1)[C:4]([OH:6])=[O:5]. The yield is 0.620. (3) The reactants are [CH2:1]([O:3][C:4]([C:6]1[NH:7][CH:8]=[C:9]([C:18]#[N:19])[C:10]=1[C:11]1[CH:16]=[CH:15][C:14]([Br:17])=[CH:13][CH:12]=1)=[O:5])[CH3:2].[C:20]([O-])([O-])=O.[K+].[K+].IC.O. The catalyst is CS(C)=O.CCOC(C)=O. The product is [CH2:1]([O:3][C:4]([C:6]1[N:7]([CH3:20])[CH:8]=[C:9]([C:18]#[N:19])[C:10]=1[C:11]1[CH:16]=[CH:15][C:14]([Br:17])=[CH:13][CH:12]=1)=[O:5])[CH3:2]. The yield is 0.770.